This data is from Forward reaction prediction with 1.9M reactions from USPTO patents (1976-2016). The task is: Predict the product of the given reaction. (1) Given the reactants [F:1][C:2]1[C:7]([I:8])=[CH:6][CH:5]=[CH:4][C:3]=1[CH2:9][OH:10], predict the reaction product. The product is: [F:1][C:2]1[C:7]([I:8])=[CH:6][CH:5]=[CH:4][C:3]=1[CH:9]=[O:10]. (2) Given the reactants [Cl:1][C:2]1[CH:7]=[CH:6][C:5]([S:8]([N:11]2[C@H:16]([C:17](OCC)=[O:18])[CH2:15][C:14]3[NH:22][N:23]=[CH:24][C:13]=3[C@@H:12]2[C:25](OCC)=[O:26])(=[O:10])=[O:9])=[CH:4][CH:3]=1.[Li+].[BH4-], predict the reaction product. The product is: [Cl:1][C:2]1[CH:7]=[CH:6][C:5]([S:8]([N:11]2[C@H:16]([CH2:17][OH:18])[CH2:15][C:14]3[NH:22][N:23]=[CH:24][C:13]=3[C@@H:12]2[CH2:25][OH:26])(=[O:9])=[O:10])=[CH:4][CH:3]=1. (3) Given the reactants [NH2:1][C:2]1[C:3]([C:12]([NH:14][C@H:15]([C:22]([O:24][CH2:25][C:26]2[CH:31]=[CH:30][CH:29]=[CH:28][CH:27]=2)=[O:23])[CH2:16][C:17]([O:19][CH2:20][CH3:21])=[O:18])=[O:13])=[CH:4][C:5]2[C:10]([CH:11]=1)=[CH:9][CH:8]=[CH:7][CH:6]=2.[N:32]([C:35]1[C:40]([CH3:41])=[CH:39][C:38]([CH3:42])=[CH:37][C:36]=1[CH3:43])=[C:33]=[O:34], predict the reaction product. The product is: [CH3:41][C:40]1[CH:39]=[C:38]([CH3:42])[CH:37]=[C:36]([CH3:43])[C:35]=1[NH:32][C:33]([NH:1][C:2]1[C:3]([C:12]([NH:14][C@H:15]([C:22]([O:24][CH2:25][C:26]2[CH:31]=[CH:30][CH:29]=[CH:28][CH:27]=2)=[O:23])[CH2:16][C:17]([O:19][CH2:20][CH3:21])=[O:18])=[O:13])=[CH:4][C:5]2[C:10]([CH:11]=1)=[CH:9][CH:8]=[CH:7][CH:6]=2)=[O:34]. (4) The product is: [CH3:1][O:2][C:3]1[CH:4]=[C:5]([C:11]([C:13]2[CH:18]=[CH:17][CH:16]=[CH:15][C:14]=2[O:19][CH3:20])=[CH:29][C:30]#[N:31])[CH:6]=[C:7]([O:9][CH3:10])[CH:8]=1. Given the reactants [CH3:1][O:2][C:3]1[CH:4]=[C:5]([C:11]([C:13]2[CH:18]=[CH:17][CH:16]=[CH:15][C:14]=2[O:19][CH3:20])=O)[CH:6]=[C:7]([O:9][CH3:10])[CH:8]=1.C(OP([CH2:29][C:30]#[N:31])(=O)OCC)C.C[Si]([N-][Si](C)(C)C)(C)C.[Li+].O1C2C=CC(C(C3C=C(OC)C=C(OC)C=3)=CC#N)=CC=2OCC1, predict the reaction product. (5) Given the reactants [CH3:1][C:2]1[N:3]=[C:4]([C:9]2[CH:14]=[CH:13][C:12]([C:15]([F:18])([F:17])[F:16])=[CH:11][CH:10]=2)[O:5][C:6]=1[CH2:7][OH:8].ClCCl.CC(OI1(OC(C)=O)(OC(C)=O)OC(=O)C2C=CC=CC1=2)=O, predict the reaction product. The product is: [CH3:1][C:2]1[N:3]=[C:4]([C:9]2[CH:10]=[CH:11][C:12]([C:15]([F:18])([F:16])[F:17])=[CH:13][CH:14]=2)[O:5][C:6]=1[CH:7]=[O:8]. (6) Given the reactants [Cl:1][C:2]1[N:7]=[C:6]([C:8]([O:10][CH3:11])=[O:9])[CH:5]=[C:4](Cl)[N:3]=1.Cl.[NH2:14][C@@H:15]([CH3:20])[C:16]([O:18][CH3:19])=[O:17].CCN(C(C)C)C(C)C, predict the reaction product. The product is: [Cl:1][C:2]1[N:7]=[C:6]([C:8]([O:10][CH3:11])=[O:9])[CH:5]=[C:4]([NH:14][C@@H:15]([CH3:20])[C:16]([O:18][CH3:19])=[O:17])[N:3]=1. (7) Given the reactants [CH3:1][C:2]1([CH3:20])[CH:4]([CH2:5][N:6]2[C:14](=[O:15])[C:13]3[C:8](=[CH:9][CH:10]=[CH:11][CH:12]=3)[C:7]2=[O:16])[CH:3]1[C:17]([OH:19])=[O:18].S(Cl)(Cl)=O.[CH3:25]O, predict the reaction product. The product is: [CH3:1][C:2]1([CH3:20])[CH:4]([CH2:5][N:6]2[C:14](=[O:15])[C:13]3[C:8](=[CH:9][CH:10]=[CH:11][CH:12]=3)[C:7]2=[O:16])[CH:3]1[C:17]([O:19][CH3:25])=[O:18].